This data is from Forward reaction prediction with 1.9M reactions from USPTO patents (1976-2016). The task is: Predict the product of the given reaction. (1) Given the reactants [CH:1]([C:3]1[CH:11]=[CH:10][C:6]([C:7]([OH:9])=[O:8])=[CH:5][CH:4]=1)=[CH2:2].[F:12][C:13]1[C:18](O)=[C:17]([F:20])[C:16]([F:21])=[C:15]([F:22])[C:14]=1[F:23].C1(N=C=NC2CCCCC2)CCCCC1, predict the reaction product. The product is: [CH:1]([C:3]1[CH:11]=[CH:10][C:6]([C:7]([O:9][C:18]2[C:17]([F:20])=[C:16]([F:21])[C:15]([F:22])=[C:14]([F:23])[C:13]=2[F:12])=[O:8])=[CH:5][CH:4]=1)=[CH2:2]. (2) Given the reactants [Br:1][C:2]1[C:10]2[C:5](=[CH:6][CH:7]=[C:8]([CH:11]=[O:12])[CH:9]=2)[N:4]([CH2:13][CH:14]([CH3:16])[CH3:15])[C:3]=1[C:17]([O:19][CH2:20][CH3:21])=[O:18].O.O.P([O-])(O)(O)=[O:25].[Na+].Cl([O-])=O.[Na+].C(OCC)(=O)C, predict the reaction product. The product is: [Br:1][C:2]1[C:10]2[C:5](=[CH:6][CH:7]=[C:8]([C:11]([OH:25])=[O:12])[CH:9]=2)[N:4]([CH2:13][CH:14]([CH3:15])[CH3:16])[C:3]=1[C:17]([O:19][CH2:20][CH3:21])=[O:18]. (3) Given the reactants [NH2:1][C:2]1[CH:10]=[C:9]([F:11])[CH:8]=[C:7]([F:12])[C:3]=1[C:4]([NH2:6])=[O:5].C([Si](C)(C)[O:18][CH2:19][CH2:20][O:21][C:22]1[C:29]([CH3:30])=[CH:28][C:25]([CH:26]=O)=[CH:24][C:23]=1[CH3:31])(C)(C)C.S([O-])(O)=O.[Na+].C1(C)C=CC(S(O)(=O)=O)=CC=1.CCCC[N+](CCCC)(CCCC)CCCC.[F-], predict the reaction product. The product is: [F:12][C:7]1[CH:8]=[C:9]([F:11])[CH:10]=[C:2]2[C:3]=1[C:4](=[O:5])[NH:6][C:26]([C:25]1[CH:28]=[C:29]([CH3:30])[C:22]([O:21][CH2:20][CH2:19][OH:18])=[C:23]([CH3:31])[CH:24]=1)=[N:1]2. (4) The product is: [NH:11]1[C:4]2[C:3]([CH2:1][CH2:2][C:38]3[CH:37]=[C:15]([CH:14]=[CH:13][C:39]=3[CH3:40])[C:16]([NH:18][C:19]3[CH:24]=[CH:23][C:22]([CH2:25][N:26]4[CH2:31][CH2:30][N:29]([CH3:32])[CH2:28][CH2:27]4)=[C:21]([C:33]([F:36])([F:35])[F:34])[CH:20]=3)=[O:17])=[CH:8][N:7]=[CH:6][C:5]=2[N:9]=[CH:10]1. Given the reactants [C:1]([C:3]1[C:4]2[NH:11][CH:10]=[N:9][C:5]=2[CH:6]=[N:7][CH:8]=1)#[CH:2].I[C:13]1[CH:14]=[C:15]([CH:37]=[CH:38][C:39]=1[CH3:40])[C:16]([NH:18][C:19]1[CH:24]=[CH:23][C:22]([CH2:25][N:26]2[CH2:31][CH2:30][N:29]([CH3:32])[CH2:28][CH2:27]2)=[C:21]([C:33]([F:36])([F:35])[F:34])[CH:20]=1)=[O:17], predict the reaction product. (5) Given the reactants [CH:1]([C:3]1[S:7][C:6]([O:8][C:9]2[CH:16]=[CH:15][C:12]([C:13]#[N:14])=[CH:11][CH:10]=2)=[CH:5][CH:4]=1)=O.C(OC)(OC)OC.[CH2:24]([NH2:32])[CH2:25][C:26]1[CH:31]=[CH:30][CH:29]=[CH:28][CH:27]=1.[BH4-].[Na+], predict the reaction product. The product is: [CH2:24]([NH:32][CH2:1][C:3]1[S:7][C:6]([O:8][C:9]2[CH:16]=[CH:15][C:12]([C:13]#[N:14])=[CH:11][CH:10]=2)=[CH:5][CH:4]=1)[CH2:25][C:26]1[CH:31]=[CH:30][CH:29]=[CH:28][CH:27]=1.